Predict the reactants needed to synthesize the given product. From a dataset of Full USPTO retrosynthesis dataset with 1.9M reactions from patents (1976-2016). (1) Given the product [CH2:1]([N:8]1[C:16]2[C:11](=[CH:12][CH:13]=[CH:14][CH:15]=2)[C:10]([C:17]2[O:18][C:19]([C:22]([Cl:27])=[O:24])=[CH:20][CH:21]=2)=[N:9]1)[C:2]1[CH:7]=[CH:6][CH:5]=[CH:4][CH:3]=1, predict the reactants needed to synthesize it. The reactants are: [CH2:1]([N:8]1[C:16]2[C:11](=[CH:12][CH:13]=[CH:14][CH:15]=2)[C:10]([C:17]2[O:18][C:19]([C:22]([OH:24])=O)=[CH:20][CH:21]=2)=[N:9]1)[C:2]1[CH:7]=[CH:6][CH:5]=[CH:4][CH:3]=1.S(Cl)([Cl:27])=O. (2) The reactants are: Cl.Cl.[C:3]1([N:12]2[CH2:16][CH2:15][C@H:14]([NH2:17])[CH2:13]2)[C:4]2[N:5]([CH:9]=[CH:10][CH:11]=2)[CH:6]=[CH:7][N:8]=1.Cl.[CH3:19][C:20]1[CH:21]=[C:22]2[C:27](=[CH:28][CH:29]=1)[N:26]=[C:25]([C:30](O)=[O:31])[N:24]=[CH:23]2.CN(C(ON1N=NC2C=CC=NC1=2)=[N+](C)C)C.F[P-](F)(F)(F)(F)F.C(N(CC)C(C)C)(C)C.[C:66]([OH:72])([C:68]([F:71])([F:70])[F:69])=[O:67]. Given the product [CH3:19][C:20]1[CH:21]=[C:22]2[C:27](=[CH:28][CH:29]=1)[N:26]=[C:25]([C:30]([NH:17][C@H:14]1[CH2:15][CH2:16][N:12]([C:3]3[C:4]4[N:5]([CH:9]=[CH:10][CH:11]=4)[CH:6]=[CH:7][N:8]=3)[CH2:13]1)=[O:31])[N:24]=[CH:23]2.[C:66]([OH:72])([C:68]([F:71])([F:70])[F:69])=[O:67], predict the reactants needed to synthesize it.